Dataset: Merck oncology drug combination screen with 23,052 pairs across 39 cell lines. Task: Regression. Given two drug SMILES strings and cell line genomic features, predict the synergy score measuring deviation from expected non-interaction effect. (1) Drug 1: CN(C)C(=N)N=C(N)N. Drug 2: COC1CC2CCC(C)C(O)(O2)C(=O)C(=O)N2CCCCC2C(=O)OC(C(C)CC2CCC(OP(C)(C)=O)C(OC)C2)CC(=O)C(C)C=C(C)C(O)C(OC)C(=O)C(C)CC(C)C=CC=CC=C1C. Cell line: ES2. Synergy scores: synergy=9.36. (2) Drug 1: O=P1(N(CCCl)CCCl)NCCCO1. Drug 2: O=C(NOCC(O)CO)c1ccc(F)c(F)c1Nc1ccc(I)cc1F. Cell line: UWB1289BRCA1. Synergy scores: synergy=5.90. (3) Drug 1: COc1cc(C2c3cc4c(cc3C(OC3OC5COC(C)OC5C(O)C3O)C3COC(=O)C23)OCO4)cc(OC)c1O. Drug 2: Cc1nc(Nc2ncc(C(=O)Nc3c(C)cccc3Cl)s2)cc(N2CCN(CCO)CC2)n1. Cell line: SKMES1. Synergy scores: synergy=11.8. (4) Drug 1: NC(=O)c1cccc2cn(-c3ccc(C4CCCNC4)cc3)nc12. Drug 2: CC(C)CC(NC(=O)C(Cc1ccccc1)NC(=O)c1cnccn1)B(O)O. Cell line: OCUBM. Synergy scores: synergy=5.29. (5) Drug 1: O=P1(N(CCCl)CCCl)NCCCO1. Drug 2: CNC(=O)c1cc(Oc2ccc(NC(=O)Nc3ccc(Cl)c(C(F)(F)F)c3)cc2)ccn1. Cell line: A427. Synergy scores: synergy=4.91.